Dataset: M1 muscarinic receptor agonist screen with 61,833 compounds. Task: Binary Classification. Given a drug SMILES string, predict its activity (active/inactive) in a high-throughput screening assay against a specified biological target. The compound is O1C2(OCC1)CCN(CC2)c1n2nc(cc2nc(c1)c1ccccc1)c1ccc(OC)cc1. The result is 0 (inactive).